From a dataset of NCI-60 drug combinations with 297,098 pairs across 59 cell lines. Regression. Given two drug SMILES strings and cell line genomic features, predict the synergy score measuring deviation from expected non-interaction effect. Drug 1: CN(C)C1=NC(=NC(=N1)N(C)C)N(C)C. Drug 2: C#CCC(CC1=CN=C2C(=N1)C(=NC(=N2)N)N)C3=CC=C(C=C3)C(=O)NC(CCC(=O)O)C(=O)O. Cell line: SNB-75. Synergy scores: CSS=-2.78, Synergy_ZIP=0.392, Synergy_Bliss=-1.47, Synergy_Loewe=-4.69, Synergy_HSA=-3.32.